From a dataset of Forward reaction prediction with 1.9M reactions from USPTO patents (1976-2016). Predict the product of the given reaction. (1) Given the reactants [NH2:1][C:2]1[N:10]=[C:9]([NH2:11])[CH:8]=[CH:7][C:3]=1[C:4]([OH:6])=O.ON1C2C=CC=CC=2N=N1.CCN=C=NCCCN(C)C.[F:33][C:34]1[CH:39]=[CH:38][C:37]([O:40][C:41]2[CH:48]=[CH:47][C:44]([CH2:45][NH2:46])=[CH:43][CH:42]=2)=[CH:36][CH:35]=1.C(=O)(O)[O-].[Na+], predict the reaction product. The product is: [F:33][C:34]1[CH:39]=[CH:38][C:37]([O:40][C:41]2[CH:48]=[CH:47][C:44]([CH2:45][NH:46][C:4](=[O:6])[C:3]3[CH:7]=[CH:8][C:9]([NH2:11])=[N:10][C:2]=3[NH2:1])=[CH:43][CH:42]=2)=[CH:36][CH:35]=1. (2) Given the reactants [NH2:1][C:2]1[C:3]([C:25]([NH:27][C:28]2[CH:29]=[N:30][CH:31]=[CH:32][C:33]=2[N:34]2[CH2:39][CH2:38][CH2:37][C@H:36]([NH2:40])[CH2:35]2)=[O:26])=[N:4][C:5]([C:9]2[C:14]([F:15])=[CH:13][CH:12]=[C:11]([O:16]CC3C=CC=CC=3)[C:10]=2[F:24])=[C:6]([F:8])[CH:7]=1, predict the reaction product. The product is: [NH2:1][C:2]1[C:3]([C:25]([NH:27][C:28]2[CH:29]=[N:30][CH:31]=[CH:32][C:33]=2[N:34]2[CH2:39][CH2:38][CH2:37][C@H:36]([NH2:40])[CH2:35]2)=[O:26])=[N:4][C:5]([C:9]2[C:14]([F:15])=[CH:13][CH:12]=[C:11]([OH:16])[C:10]=2[F:24])=[C:6]([F:8])[CH:7]=1.